Task: Regression/Classification. Given a drug SMILES string, predict its absorption, distribution, metabolism, or excretion properties. Task type varies by dataset: regression for continuous measurements (e.g., permeability, clearance, half-life) or binary classification for categorical outcomes (e.g., BBB penetration, CYP inhibition). Dataset: cyp3a4_veith.. Dataset: CYP3A4 inhibition data for predicting drug metabolism from PubChem BioAssay (1) The compound is COC(=O)C1=C(C)NC(C)=C(C(=O)OCCSc2ccccc2)[C@@H]1C. The result is 1 (inhibitor). (2) The molecule is Cc1cc(N)c2cc(NC(=O)Nc3ccc4nc(C)cc(N)c4c3)ccc2n1. The result is 0 (non-inhibitor). (3) The molecule is O=c1c(-c2ccc(O)cc2)coc2cc(O)cc(O)c12. The result is 1 (inhibitor). (4) The molecule is CC(C)c1nccn1Cc1ccc(Cl)cc1Cl.O=[N+]([O-])O. The result is 0 (non-inhibitor). (5) The compound is Cc1ccnc2nc(C(=O)OCC(=O)Nc3ccc4c(c3)OC(F)(F)O4)nn12. The result is 0 (non-inhibitor).